This data is from Reaction yield outcomes from USPTO patents with 853,638 reactions. The task is: Predict the reaction yield, written as a fraction of the theoretical maximum amount of product (1.0 means a 100% yield; for example, 0.34 means a 34% yield). (1) The catalyst is C(Cl)Cl. The reactants are C1(OC)C=CC=CC=1.C(O)(C(F)(F)F)=O.O.[C:17]1([C:60]2[CH:65]=[CH:64][CH:63]=[CH:62][CH:61]=2)[CH:22]=[CH:21][CH:20]=[C:19]([N:23](COCC[Si](C)(C)C)[C:24]2[O:28][C:27]([C:29]([N:31]([C:40]3[CH:41]=[N:42][C:43]([N:46]4[CH2:51][CH2:50][O:49][CH2:48][CH2:47]4)=[CH:44][CH:45]=3)COCC[Si](C)(C)C)=[O:30])=[N:26][N:25]=2)[CH:18]=1. The product is [C:17]1([C:60]2[CH:61]=[CH:62][CH:63]=[CH:64][CH:65]=2)[CH:22]=[CH:21][CH:20]=[C:19]([NH:23][C:24]2[O:28][C:27]([C:29]([NH:31][C:40]3[CH:41]=[N:42][C:43]([N:46]4[CH2:51][CH2:50][O:49][CH2:48][CH2:47]4)=[CH:44][CH:45]=3)=[O:30])=[N:26][N:25]=2)[CH:18]=1. The yield is 0.240. (2) The reactants are Br[C:2]1[CH:7]=[CH:6][C:5]([C:8]([CH3:13])([CH3:12])[C:9]([OH:11])=[O:10])=[CH:4][CH:3]=1.O.[N:15]1[CH:20]=[C:19](B(O)O)[CH:18]=[N:17][CH:16]=1.C(=O)([O-])[O-].[K+].[K+]. The catalyst is COCCOC.[OH-].[Na+].C1C=CC([P]([Pd]([P](C2C=CC=CC=2)(C2C=CC=CC=2)C2C=CC=CC=2)([P](C2C=CC=CC=2)(C2C=CC=CC=2)C2C=CC=CC=2)[P](C2C=CC=CC=2)(C2C=CC=CC=2)C2C=CC=CC=2)(C2C=CC=CC=2)C2C=CC=CC=2)=CC=1. The product is [CH3:12][C:8]([C:5]1[CH:6]=[CH:7][C:2]([C:19]2[CH:20]=[N:15][CH:16]=[N:17][CH:18]=2)=[CH:3][CH:4]=1)([CH3:13])[C:9]([OH:11])=[O:10]. The yield is 0.740. (3) The reactants are [NH2:1][CH2:2][CH2:3][OH:4].[CH3:5][C:6]([Si:9](Cl)([CH3:11])[CH3:10])([CH3:8])[CH3:7].N1C=CN=C1. The catalyst is C(Cl)Cl. The product is [Si:9]([O:4][CH2:3][CH2:2][NH2:1])([C:6]([CH3:8])([CH3:7])[CH3:5])([CH3:11])[CH3:10]. The yield is 0.520. (4) The reactants are Cl.[NH:2]1[CH2:5][CH:4]([OH:6])[CH2:3]1.[CH:7]1([CH:12]([NH:16][C:17]([O:19][CH3:20])=[O:18])[C:13](O)=[O:14])[CH2:11][CH2:10][CH2:9][CH2:8]1.CCN(C(C)C)C(C)C.OS([O-])(=O)=O.[K+]. The catalyst is C(Cl)Cl.CN(C(ON1N=NC2C=CC=CC1=2)=[N+](C)C)C.[B-](F)(F)(F)F. The product is [CH:7]1([CH:12]([NH:16][C:17](=[O:18])[O:19][CH3:20])[C:13]([N:2]2[CH2:5][CH:4]([OH:6])[CH2:3]2)=[O:14])[CH2:8][CH2:9][CH2:10][CH2:11]1. The yield is 0.500. (5) The reactants are [NH2:1][C:2]1[CH:7]=[C:6]([O:8][CH3:9])[CH:5]=[CH:4][C:3]=1[S:10]([NH:13][C:14]1[CH:15]=[CH:16][C:17]2[CH2:21][O:20][B:19]([OH:22])[C:18]=2[CH:23]=1)(=[O:12])=[O:11].Cl[C:25]1[O:26][C:27]2[CH:33]=[CH:32][CH:31]=[CH:30][C:28]=2[N:29]=1.O. The catalyst is CN(C=O)C. The product is [O:26]1[C:27]2[CH:33]=[CH:32][CH:31]=[CH:30][C:28]=2[N:29]=[C:25]1[NH:1][C:2]1[CH:7]=[C:6]([O:8][CH3:9])[CH:5]=[CH:4][C:3]=1[S:10]([NH:13][C:14]1[CH:15]=[CH:16][C:17]2[CH2:21][O:20][B:19]([OH:22])[C:18]=2[CH:23]=1)(=[O:11])=[O:12]. The yield is 0.200. (6) The reactants are N1CCOCC1.BrC1SC(C=O)=CC=1.[N:15]1([C:21]2[S:25][C:24]([CH:26]=O)=[CH:23][CH:22]=2)[CH2:20][CH2:19][O:18][CH2:17][CH2:16]1.[CH3:28][O:29][C:30]1[CH:31]=[C:32]([CH:36]=[CH:37][C:38]=1[O:39][CH3:40])[CH2:33][C:34]#[N:35]. No catalyst specified. The product is [CH3:28][O:29][C:30]1[CH:31]=[C:32](/[C:33](=[CH:26]/[C:24]2[S:25][C:21]([N:15]3[CH2:16][CH2:17][O:18][CH2:19][CH2:20]3)=[CH:22][CH:23]=2)/[C:34]#[N:35])[CH:36]=[CH:37][C:38]=1[O:39][CH3:40]. The yield is 0.150.